Dataset: Peptide-MHC class II binding affinity with 134,281 pairs from IEDB. Task: Regression. Given a peptide amino acid sequence and an MHC pseudo amino acid sequence, predict their binding affinity value. This is MHC class II binding data. (1) The binding affinity (normalized) is 0.389. The peptide sequence is ALSYYPTPLAKEDFL. The MHC is HLA-DQA10301-DQB10302 with pseudo-sequence HLA-DQA10301-DQB10302. (2) The peptide sequence is DGCWYPMEIRPRKTHHHHHHH. The MHC is DRB1_0404 with pseudo-sequence DRB1_0404. The binding affinity (normalized) is 0.585. (3) The peptide sequence is AFKVAATAANALPAN. The MHC is DRB1_0901 with pseudo-sequence DRB1_0901. The binding affinity (normalized) is 0.849. (4) The peptide sequence is GWIISNIFGAIPVLA. The MHC is HLA-DPA10201-DPB10501 with pseudo-sequence HLA-DPA10201-DPB10501. The binding affinity (normalized) is 0.183. (5) The peptide sequence is CLLVLDDFRDLMTAT. The MHC is DRB1_1101 with pseudo-sequence DRB1_1101. The binding affinity (normalized) is 0.339.